This data is from Catalyst prediction with 721,799 reactions and 888 catalyst types from USPTO. The task is: Predict which catalyst facilitates the given reaction. Reactant: [C:1]([O:5][C:6]([N:8]1[C@@H:12]([C:13]([OH:22])([CH3:21])[CH2:14][C:15]2[CH:20]=[CH:19][CH:18]=[CH:17][CH:16]=2)[CH2:11][O:10][C:9]1([CH3:24])[CH3:23])=[O:7])([CH3:4])([CH3:3])[CH3:2].[Li].C[Si]([N-][Si](C)(C)C)(C)C.[CH:35]1[CH:40]=[CH:39][C:38]([O:41][C:42](Cl)=[S:43])=[CH:37][CH:36]=1. Product: [C:1]([O:5][C:6]([N:8]1[C@@H:12]([C:13]([CH3:21])([O:22][C:42]([O:41][C:38]2[CH:39]=[CH:40][CH:35]=[CH:36][CH:37]=2)=[S:43])[CH2:14][C:15]2[CH:16]=[CH:17][CH:18]=[CH:19][CH:20]=2)[CH2:11][O:10][C:9]1([CH3:24])[CH3:23])=[O:7])([CH3:4])([CH3:2])[CH3:3]. The catalyst class is: 1.